This data is from Forward reaction prediction with 1.9M reactions from USPTO patents (1976-2016). The task is: Predict the product of the given reaction. (1) The product is: [Br:25][C:26]1[C:31]([Cl:32])=[CH:30][N:29]=[C:28]([NH:33][C:14]([C@@H:10]2[CH2:11][CH2:12][CH2:13][N:8]([C:6]([O:5][C:1]([CH3:2])([CH3:3])[CH3:4])=[O:7])[CH2:9]2)=[O:16])[CH:27]=1. Given the reactants [C:1]([O:5][C:6]([N:8]1[CH2:13][CH2:12][CH2:11][C@@H:10]([C:14]([OH:16])=O)[CH2:9]1)=[O:7])([CH3:4])([CH3:3])[CH3:2].ClC(N(C)C)=C(C)C.[Br:25][C:26]1[C:31]([Cl:32])=[CH:30][N:29]=[C:28]([NH2:33])[CH:27]=1.N1C=CC=CC=1, predict the reaction product. (2) Given the reactants Br[C:2]1[C:3]([C:23]2[C:28]([F:29])=[CH:27][CH:26]=[CH:25][C:24]=2[Cl:30])=[N:4][O:5][C:6]=1[C:7]1[CH:8]=[N:9][N:10]([C:16]2[CH:21]=[CH:20][CH:19]=[C:18]([F:22])[CH:17]=2)[C:11]=1[C:12]([F:15])([F:14])[F:13].[O:31]1[CH:35]=[CH:34][C:33](B(O)O)=[CH:32]1.C(=O)([O-])[O-].[Cs+].[Cs+], predict the reaction product. The product is: [Cl:30][C:24]1[CH:25]=[CH:26][CH:27]=[C:28]([F:29])[C:23]=1[C:3]1[C:2]([C:33]2[CH:34]=[CH:35][O:31][CH:32]=2)=[C:6]([C:7]2[CH:8]=[N:9][N:10]([C:16]3[CH:21]=[CH:20][CH:19]=[C:18]([F:22])[CH:17]=3)[C:11]=2[C:12]([F:15])([F:14])[F:13])[O:5][N:4]=1. (3) Given the reactants [CH3:1][C:2]1[CH:7]=[CH:6][C:5]([S:8]([NH:11][CH2:12][C:13]([O:15][CH3:16])=[O:14])(=[O:10])=[O:9])=[CH:4][CH:3]=1.[H-].[Na+].[Br:19][C:20]1[C:21]([C:36]([O:38][CH2:39][CH3:40])=[O:37])=[C:22]([CH2:34]Br)[N:23]([CH2:26][C:27]2[CH:32]=[CH:31][C:30]([F:33])=[CH:29][CH:28]=2)[C:24]=1[Br:25].CO, predict the reaction product. The product is: [Br:19][C:20]1[C:21]([C:36]([O:38][CH2:39][CH3:40])=[O:37])=[C:22]([CH2:34][N:11]([CH2:12][C:13]([O:15][CH3:16])=[O:14])[S:8]([C:5]2[CH:6]=[CH:7][C:2]([CH3:1])=[CH:3][CH:4]=2)(=[O:10])=[O:9])[N:23]([CH2:26][C:27]2[CH:28]=[CH:29][C:30]([F:33])=[CH:31][CH:32]=2)[C:24]=1[Br:25]. (4) The product is: [Cl:6][C:7]1[CH:21]=[CH:20][C:10]([CH2:11][C@@H:12]([CH2:18][CH3:19])[C:13]([OH:15])=[O:14])=[CH:9][C:8]=1[NH:22][C:23](=[O:38])[C@H:24]([C:31]1[CH:32]=[CH:33][C:34]([Cl:37])=[CH:35][CH:36]=1)[C@@H:25]([CH3:30])[C:26]([F:29])([F:28])[F:27]. Given the reactants C(O)(=O)C.Cl.[Cl:6][C:7]1[CH:21]=[CH:20][C:10]([CH2:11][C@@H:12]([CH2:18][CH3:19])[C:13]([O:15]CC)=[O:14])=[CH:9][C:8]=1[NH:22][C:23](=[O:38])[C@H:24]([C:31]1[CH:36]=[CH:35][C:34]([Cl:37])=[CH:33][CH:32]=1)[C@@H:25]([CH3:30])[C:26]([F:29])([F:28])[F:27], predict the reaction product. (5) Given the reactants C[O:2][C:3](=O)[CH2:4][C:5](=O)[CH2:6][O:7][CH:8]1[CH2:13][CH2:12][CH2:11][CH2:10][CH2:9]1.[NH2:16][C:17]([NH2:19])=[S:18].[O-]CC.[Na+], predict the reaction product. The product is: [CH:8]1([O:7][CH2:6][C:5]2[NH:19][C:17](=[S:18])[NH:16][C:3](=[O:2])[CH:4]=2)[CH2:13][CH2:12][CH2:11][CH2:10][CH2:9]1. (6) Given the reactants [C:1]([C:3]1[C@@H:8]([C:9]2[CH:14]=[CH:13][C:12]([C:15]#[N:16])=[CH:11][CH:10]=2)[N:7]2[N:17]=[C:18]([N:20]([S:31]([CH3:34])(=[O:33])=[O:32])C(=O)OCC3C=CC=CC=3)[N:19]=[C:6]2[N:5]([C:35]2[CH:40]=[CH:39][CH:38]=[C:37]([C:41]([F:44])([F:43])[F:42])[CH:36]=2)[C:4]=1[CH3:45])#[N:2], predict the reaction product. The product is: [C:1]([C:3]1[C@@H:8]([C:9]2[CH:14]=[CH:13][C:12]([C:15]#[N:16])=[CH:11][CH:10]=2)[N:7]2[N:17]=[C:18]([NH:20][S:31]([CH3:34])(=[O:33])=[O:32])[N:19]=[C:6]2[N:5]([C:35]2[CH:40]=[CH:39][CH:38]=[C:37]([C:41]([F:44])([F:43])[F:42])[CH:36]=2)[C:4]=1[CH3:45])#[N:2]. (7) Given the reactants [CH:1]1([C@H:7]([NH:31]C(=O)OC(C)(C)C)[C:8](=[O:30])[NH:9][C:10]2[CH:11]=[C:12]3[C:28](=[O:29])[NH:27][N:26]=[CH:25][C:14]4=[C:15]([C:19]5[CH:24]=[CH:23][CH:22]=[CH:21][CH:20]=5)[NH:16][C:17]([CH:18]=2)=[C:13]34)[CH2:6][CH2:5][CH2:4][CH2:3][CH2:2]1.[C:39]([OH:45])([C:41]([F:44])([F:43])[F:42])=[O:40].C(Cl)Cl, predict the reaction product. The product is: [F:42][C:41]([F:44])([F:43])[C:39]([OH:45])=[O:40].[NH2:31][C@@H:7]([CH:1]1[CH2:6][CH2:5][CH2:4][CH2:3][CH2:2]1)[C:8]([NH:9][C:10]1[CH:11]=[C:12]2[C:28](=[O:29])[NH:27][N:26]=[CH:25][C:14]3=[C:15]([C:19]4[CH:24]=[CH:23][CH:22]=[CH:21][CH:20]=4)[NH:16][C:17]([CH:18]=1)=[C:13]23)=[O:30].